From a dataset of Forward reaction prediction with 1.9M reactions from USPTO patents (1976-2016). Predict the product of the given reaction. (1) Given the reactants [CH3:1][C:2]1([CH3:9])[O:7][CH2:6][CH:5]([OH:8])[CH2:4][O:3]1.O[N:11]1[C:15](=[O:16])[C:14]2=[CH:17][CH:18]=[CH:19][CH:20]=[C:13]2[C:12]1=[O:21].C1(P(C2C=CC=CC=2)C2C=CC=CC=2)C=CC=CC=1.N(C(OCC)=O)=NC(OCC)=O, predict the reaction product. The product is: [CH3:1][C:2]1([CH3:9])[O:7][CH2:6][CH:5]([O:8][N:11]2[C:15](=[O:16])[C:14]3[C:13](=[CH:20][CH:19]=[CH:18][CH:17]=3)[C:12]2=[O:21])[CH2:4][O:3]1. (2) Given the reactants [C:1]([O:5][C:6]([N:8]1[CH2:12][C@:11]([CH2:14][N:15]=[N+]=[N-])([F:13])[CH2:10][C@H:9]1[C:18]([O:20][CH2:21][C:22]1[CH:27]=[CH:26][CH:25]=[CH:24][CH:23]=1)=[O:19])=[O:7])([CH3:4])([CH3:3])[CH3:2].CP(C)C.O, predict the reaction product. The product is: [C:1]([O:5][C:6]([N:8]1[CH2:12][C@:11]([CH2:14][NH2:15])([F:13])[CH2:10][C@H:9]1[C:18]([O:20][CH2:21][C:22]1[CH:23]=[CH:24][CH:25]=[CH:26][CH:27]=1)=[O:19])=[O:7])([CH3:4])([CH3:2])[CH3:3]. (3) Given the reactants Cl[C:2](Cl)([O:4][C:5](=[O:11])OC(Cl)(Cl)Cl)Cl.[N:13]1C=CC=CC=1.[C:19]1(C)C=C[CH:22]=[CH:21][CH:20]=1, predict the reaction product. The product is: [CH:2]1([O:4][C:5](=[O:11])[NH2:13])[CH2:22][CH2:21][CH2:20][CH2:19]1. (4) Given the reactants [OH-].[Na+].[C:3]([O:7][C:8]([NH:10][C@@H:11]([CH3:23])[CH2:12][O:13][C:14]1[CH:18]=[C:17]([C:19]([O:21]C)=[O:20])[O:16][N:15]=1)=[O:9])([CH3:6])([CH3:5])[CH3:4], predict the reaction product. The product is: [C:3]([O:7][C:8]([NH:10][C@@H:11]([CH3:23])[CH2:12][O:13][C:14]1[CH:18]=[C:17]([C:19]([OH:21])=[O:20])[O:16][N:15]=1)=[O:9])([CH3:6])([CH3:4])[CH3:5]. (5) Given the reactants O.[OH:2][C@H:3]1[O:22][C@H:21]([CH2:23][OH:24])[C@@H:8]([O:9][C@@H:10]2[O:18][C@H:17]([CH2:19][OH:20])[C@H:15]([OH:16])[C@H:13]([OH:14])[C@H:11]2[OH:12])[C@H:6]([OH:7])[C@H:4]1[OH:5].CO, predict the reaction product. The product is: [OH:2][CH:3]1[O:22][C@H:21]([CH2:23][OH:24])[C@@H:8]([O:9][C@@H:10]2[O:18][C@H:17]([CH2:19][OH:20])[C@H:15]([OH:16])[C@H:13]([OH:14])[C@H:11]2[OH:12])[C@H:6]([OH:7])[C@H:4]1[OH:5]. (6) Given the reactants C[O:2][C:3]([C:5]1[C:13]2[C:8](=[CH:9][CH:10]=[CH:11][C:12]=2[F:14])[N:7]([CH2:15][CH2:16][O:17][C:18]([F:21])([F:20])[F:19])[CH:6]=1)=[O:4], predict the reaction product. The product is: [F:14][C:12]1[CH:11]=[CH:10][CH:9]=[C:8]2[C:13]=1[C:5]([C:3]([OH:4])=[O:2])=[CH:6][N:7]2[CH2:15][CH2:16][O:17][C:18]([F:21])([F:20])[F:19]. (7) Given the reactants [CH2:1]([O:3][C:4]([C:6]1[NH:7][C:8]2[C:13]([C:14](=[O:18])[C:15]=1[O:16][CH3:17])=[CH:12][CH:11]=[CH:10][CH:9]=2)=[O:5])[CH3:2].[C:19](=O)([O-])[O-].[K+].[K+].IC, predict the reaction product. The product is: [CH2:1]([O:3][C:4]([C:6]1[C:15]([O:16][CH3:17])=[C:14]([O:18][CH3:19])[C:13]2[C:8](=[CH:9][CH:10]=[CH:11][CH:12]=2)[N:7]=1)=[O:5])[CH3:2].[CH2:1]([O:3][C:4]([C:6]1[N:7]([CH3:19])[C:8]2[C:13]([C:14](=[O:18])[C:15]=1[O:16][CH3:17])=[CH:12][CH:11]=[CH:10][CH:9]=2)=[O:5])[CH3:2]. (8) The product is: [CH:2]1([N:6]2[CH2:11][CH2:10][CH:9]([O:12][C:13]3[CH:18]=[CH:17][C:16]([N:19]4[CH:23]=[N:22][C:21]([C:24]([N:52]([O:53][CH3:54])[CH3:51])=[O:26])=[N:20]4)=[CH:15][CH:14]=3)[CH2:8][CH2:7]2)[CH2:5][CH2:4][CH2:3]1. Given the reactants Cl.[CH:2]1([N:6]2[CH2:11][CH2:10][CH:9]([O:12][C:13]3[CH:18]=[CH:17][C:16]([N:19]4[CH:23]=[N:22][C:21]([C:24]([OH:26])=O)=[N:20]4)=[CH:15][CH:14]=3)[CH2:8][CH2:7]2)[CH2:5][CH2:4][CH2:3]1.Cl.CN(C)CCCN=C=NCC.O.ON1C2C=CC=CC=2N=N1.Cl.[CH3:51][NH:52][O:53][CH3:54].C(=O)([O-])O.[Na+], predict the reaction product. (9) Given the reactants [Br:1][C:2]1[CH:15]=[C:14]2[C:5]([O:6][CH:7]3[CH:12]([C:13]42[C:19](=[O:20])[N:18]([CH3:21])[C:17](=S)[NH:16]4)[CH2:11][CH2:10][CH:9]([O:23][Si:24]([C:27]([CH3:30])([CH3:29])[CH3:28])([CH3:26])[CH3:25])[CH2:8]3)=[CH:4][CH:3]=1.[NH3:31].C(OO)(C)(C)C, predict the reaction product. The product is: [NH2:31][C:17]1[N:18]([CH3:21])[C:19](=[O:20])[C:13]2([N:16]=1)[CH:12]1[CH:7]([CH2:8][CH:9]([O:23][Si:24]([C:27]([CH3:28])([CH3:30])[CH3:29])([CH3:26])[CH3:25])[CH2:10][CH2:11]1)[O:6][C:5]1[C:14]2=[CH:15][C:2]([Br:1])=[CH:3][CH:4]=1. (10) The product is: [C:39]([O:43][C:44]([N:46]1[CH2:51][CH2:50][CH:49]([N:52]([CH:53]2[CH2:54][CH2:55]2)[C:25](=[O:27])[C:24]2[CH:23]=[CH:22][C:21]([C:20]3[O:16][CH:17]=[N:18][CH:19]=3)=[CH:29][CH:28]=2)[CH:48]([CH3:56])[CH2:47]1)=[O:45])([CH3:42])([CH3:40])[CH3:41]. Given the reactants F[P-](F)(F)(F)(F)F.ClC(N(C)C)=[N+](C)C.[O:16]1[C:20]([C:21]2[CH:29]=[CH:28][C:24]([C:25]([OH:27])=O)=[CH:23][CH:22]=2)=[CH:19][N:18]=[CH:17]1.C(N(CC)C(C)C)(C)C.[C:39]([O:43][C:44]([N:46]1[CH2:51][CH2:50][CH:49]([NH:52][CH:53]2[CH2:55][CH2:54]2)[CH:48]([CH3:56])[CH2:47]1)=[O:45])([CH3:42])([CH3:41])[CH3:40], predict the reaction product.